This data is from Full USPTO retrosynthesis dataset with 1.9M reactions from patents (1976-2016). The task is: Predict the reactants needed to synthesize the given product. (1) Given the product [C:1]1([C:20]2[CH:21]=[CH:22][CH:23]=[CH:24][CH:25]=2)[CH:6]=[CH:5][C:4]([CH2:7][N:8]2[C:16]3[C:11](=[CH:12][CH:13]=[CH:14][C:15]=3[C:17]([NH:27][C@H:28]([C:30]3[CH:39]=[CH:38][C:33]([C:34]([O:36][CH3:37])=[O:35])=[CH:32][CH:31]=3)[CH3:29])=[O:18])[CH:10]=[CH:9]2)=[CH:3][CH:2]=1, predict the reactants needed to synthesize it. The reactants are: [C:1]1([C:20]2[CH:25]=[CH:24][CH:23]=[CH:22][CH:21]=2)[CH:6]=[CH:5][C:4]([CH2:7][N:8]2[C:16]3[C:11](=[CH:12][CH:13]=[CH:14][C:15]=3[C:17](O)=[O:18])[CH:10]=[CH:9]2)=[CH:3][CH:2]=1.Cl.[NH2:27][C@H:28]([C:30]1[CH:39]=[CH:38][C:33]([C:34]([O:36][CH3:37])=[O:35])=[CH:32][CH:31]=1)[CH3:29].CN(C(ON1N=NC2C=CC=NC1=2)=[N+](C)C)C.F[P-](F)(F)(F)(F)F.C(N(C(C)C)CC)(C)C.C(O)(=O)CC(CC(O)=O)(C(O)=O)O. (2) Given the product [Cl:20][C:15]1[C:16]([O:18][CH3:19])=[CH:17][C:12]2[O:11][CH:10]([C:21]([N:23]3[CH2:28][CH2:27][C:26]([CH2:29][C:30]4[CH:31]=[N:32][C:33]([F:36])=[CH:34][CH:35]=4)([C:37]#[N:38])[CH2:25][CH2:24]3)=[O:22])[CH2:9][NH:8][C:13]=2[CH:14]=1, predict the reactants needed to synthesize it. The reactants are: C(OC([N:8]1[C:13]2[CH:14]=[C:15]([Cl:20])[C:16]([O:18][CH3:19])=[CH:17][C:12]=2[O:11][CH:10]([C:21]([N:23]2[CH2:28][CH2:27][C:26]([C:37]#[N:38])([CH2:29][C:30]3[CH:31]=[N:32][C:33]([F:36])=[CH:34][CH:35]=3)[CH2:25][CH2:24]2)=[O:22])[CH2:9]1)=O)(C)(C)C.FC(F)(F)C(O)=O.